This data is from CYP2D6 inhibition data for predicting drug metabolism from PubChem BioAssay. The task is: Regression/Classification. Given a drug SMILES string, predict its absorption, distribution, metabolism, or excretion properties. Task type varies by dataset: regression for continuous measurements (e.g., permeability, clearance, half-life) or binary classification for categorical outcomes (e.g., BBB penetration, CYP inhibition). Dataset: cyp2d6_veith. (1) The compound is CCOc1cc(C)c(S(=O)(=O)Nc2ccc3cn[nH]c3c2)cc1C. The result is 1 (inhibitor). (2) The drug is CCc1ccc(CN(C(=O)c2cc3ccccc3oc2=O)C2CCS(=O)(=O)C2)cc1. The result is 0 (non-inhibitor).